This data is from CYP2C9 substrate classification data from Carbon-Mangels et al.. The task is: Regression/Classification. Given a drug SMILES string, predict its absorption, distribution, metabolism, or excretion properties. Task type varies by dataset: regression for continuous measurements (e.g., permeability, clearance, half-life) or binary classification for categorical outcomes (e.g., BBB penetration, CYP inhibition). Dataset: cyp2c9_substrate_carbonmangels. (1) The molecule is COc1cc(C(=O)NS(=O)(=O)c2ccccc2C)ccc1Cc1cn(C)c2ccc(NC(=O)OC3CCCC3)cc12. The result is 1 (substrate). (2) The drug is C[C@H](N)C(=O)c1ccccc1. The result is 0 (non-substrate).